This data is from TCR-epitope binding with 47,182 pairs between 192 epitopes and 23,139 TCRs. The task is: Binary Classification. Given a T-cell receptor sequence (or CDR3 region) and an epitope sequence, predict whether binding occurs between them. (1) The epitope is FLYNLLTRV. The TCR CDR3 sequence is CASSYSTAGQPQHF. Result: 1 (the TCR binds to the epitope). (2) The TCR CDR3 sequence is CASSPGTGTYGYTF. Result: 1 (the TCR binds to the epitope). The epitope is VTEHDTLLY.